This data is from Peptide-MHC class I binding affinity with 185,985 pairs from IEDB/IMGT. The task is: Regression. Given a peptide amino acid sequence and an MHC pseudo amino acid sequence, predict their binding affinity value. This is MHC class I binding data. (1) The peptide sequence is PMIIGEPII. The MHC is HLA-A02:01 with pseudo-sequence HLA-A02:01. The binding affinity (normalized) is 0.140. (2) The peptide sequence is SRPSGDLRQRL. The MHC is Mamu-B08 with pseudo-sequence Mamu-B08. The binding affinity (normalized) is 0.418. (3) The peptide sequence is STLPETTVVR. The MHC is Patr-A0401 with pseudo-sequence Patr-A0401. The binding affinity (normalized) is 0.0327.